Dataset: Reaction yield outcomes from USPTO patents with 853,638 reactions. Task: Predict the reaction yield, written as a fraction of the theoretical maximum amount of product (1.0 means a 100% yield; for example, 0.34 means a 34% yield). The reactants are IC1C2C(=CC([C@H]3[C@@]4(C5C(=CC=C(OC)C=5)NC4=O)C3)=CC=2)NN=1.CN1CCN(C2C=CC(B3OC(C)(C)C(C)(C)O3)=CC=2)CC1.[Li+].[Cl-:48].C([O-])([O-])=O.[Na+].[Na+].[I-].Cl.[CH3:57][O:58][C:59]1[CH:60]=[C:61]2[C:65](=[CH:66][CH:67]=1)[NH:64][C:63](=[O:68])[C@:62]12[CH2:70][C@H:69]1[C:71]1[CH:79]=[C:78]2[C:74]([C:75]([C:80]3[CH:85]=[CH:84][C:83]([N:86]4[CH2:91][CH2:90][N:89]([CH3:92])[CH2:88][CH2:87]4)=[CH:82][CH:81]=3)=[N:76][NH:77]2)=[CH:73][CH:72]=1. The catalyst is O1CCOCC1.C1COCC1.C1C=CC([P]([Pd]([P](C2C=CC=CC=2)(C2C=CC=CC=2)C2C=CC=CC=2)([P](C2C=CC=CC=2)(C2C=CC=CC=2)C2C=CC=CC=2)[P](C2C=CC=CC=2)(C2C=CC=CC=2)C2C=CC=CC=2)(C2C=CC=CC=2)C2C=CC=CC=2)=CC=1. The product is [ClH:48].[CH3:57][O:58][C:59]1[CH:60]=[C:61]2[C:65](=[CH:66][CH:67]=1)[NH:64][C:63](=[O:68])[C@:62]12[CH2:70][C@H:69]1[C:71]1[CH:79]=[C:78]2[C:74]([C:75]([C:80]3[CH:81]=[CH:82][C:83]([N:86]4[CH2:87][CH2:88][N:89]([CH3:92])[CH2:90][CH2:91]4)=[CH:84][CH:85]=3)=[N:76][NH:77]2)=[CH:73][CH:72]=1. The yield is 0.420.